Dataset: Forward reaction prediction with 1.9M reactions from USPTO patents (1976-2016). Task: Predict the product of the given reaction. (1) Given the reactants [CH3:1][C:2](=O)[CH2:3][C:4](=[O:6])[CH3:5].[Br:8][C:9]1[CH:16]=[CH:15][CH:14]=[CH:13][C:10]=1[CH:11]=O.[CH3:17][O:18][C:19](=[O:24])/[CH:20]=[C:21](\[NH2:23])/[CH3:22].CC(O)=O, predict the reaction product. The product is: [C:4]([C:3]1[CH:11]([C:10]2[CH:13]=[CH:14][CH:15]=[CH:16][C:9]=2[Br:8])[C:20]([C:19]([O:18][CH3:17])=[O:24])=[C:21]([CH3:22])[NH:23][C:2]=1[CH3:1])(=[O:6])[CH3:5]. (2) Given the reactants [F:1][C:2]1[CH:28]=[CH:27][CH:26]=[CH:25][C:3]=1[O:4][C:5]1[N:6]=[CH:7][C:8]2[N:13]=[C:12]([C:14]3[CH:19]=[CH:18][C:17](/[CH:20]=[CH:21]/[C:22](O)=[O:23])=[CH:16][CH:15]=3)[O:11][C:9]=2[N:10]=1.Cl.C(N=C=NCCCN(C)C)C.ON1C2N=CC=CC=2N=N1.C(N(CC)C(C)C)(C)C.[C:60]([O:64][C:65](=[O:71])[C@@H:66]1[CH2:70][CH2:69][CH2:68][NH:67]1)([CH3:63])([CH3:62])[CH3:61].Cl, predict the reaction product. The product is: [C:60]([O:64][C:65]([C@@H:66]1[CH2:70][CH2:69][CH2:68][N:67]1[C:22](=[O:23])/[CH:21]=[CH:20]/[C:17]1[CH:18]=[CH:19][C:14]([C:12]2[O:11][C:9]3[N:10]=[C:5]([O:4][C:3]4[CH:25]=[CH:26][CH:27]=[CH:28][C:2]=4[F:1])[N:6]=[CH:7][C:8]=3[N:13]=2)=[CH:15][CH:16]=1)=[O:71])([CH3:63])([CH3:61])[CH3:62]. (3) Given the reactants [CH3:1][O:2][C:3](=[O:13])[C@@H:4]([NH2:12])[CH2:5][CH:6]1[CH2:11][CH2:10][CH2:9][CH2:8][CH2:7]1.C(N(CC)C(C)C)(C)C.C([O:25][C:26](=O)/[CH:27]=[C:28](/[O:31][C:32]1[CH:37]=[CH:36][CH:35]=[CH:34][C:33]=1[S:38][CH3:39])\[CH2:29]Br)C, predict the reaction product. The product is: [CH3:1][O:2][C:3](=[O:13])[C@@H:4]([N:12]1[CH2:29][C:28]([O:31][C:32]2[CH:37]=[CH:36][CH:35]=[CH:34][C:33]=2[S:38][CH3:39])=[CH:27][C:26]1=[O:25])[CH2:5][CH:6]1[CH2:11][CH2:10][CH2:9][CH2:8][CH2:7]1. (4) Given the reactants [CH3:1][CH:2]1[O:7][CH:6]([CH3:8])[CH2:5][N:4]([C:9]2[C:16]([F:17])=[C:15]([F:18])[C:14](B3OC(C)(C)C(C)(C)O3)=[CH:13][C:10]=2[CH:11]=[O:12])[CH2:3]1.C(=O)([O-])[O-].[Na+].[Na+].C(#N)C.O.[Br:38][C:39]1[CH:44]=[N:43][C:42](I)=[CH:41][N:40]=1, predict the reaction product. The product is: [Br:38][C:39]1[N:40]=[CH:41][C:42]([C:14]2[C:15]([F:18])=[C:16]([F:17])[C:9]([N:4]3[CH2:5][CH:6]([CH3:8])[O:7][CH:2]([CH3:1])[CH2:3]3)=[C:10]([CH:13]=2)[CH:11]=[O:12])=[N:43][CH:44]=1. (5) Given the reactants [CH3:1][C:2]1[C:3]([C:11]2[S:15][C:14]([C:16]([OH:18])=O)=[CH:13][CH:12]=2)=[N:4][O:5][C:6]=1[C:7]([F:10])([F:9])[F:8].C([N:26]1[CH2:31][CH2:30][NH:29][C@H:28]([CH3:32])[CH2:27]1)(OC(C)(C)C)=O.[ClH:33], predict the reaction product. The product is: [ClH:33].[CH3:32][C@@H:28]1[CH2:27][NH:26][CH2:31][CH2:30][N:29]1[C:16]([C:14]1[S:15][C:11]([C:3]2[C:2]([CH3:1])=[C:6]([C:7]([F:8])([F:9])[F:10])[O:5][N:4]=2)=[CH:12][CH:13]=1)=[O:18]. (6) Given the reactants [CH3:1][O:2][C@@H:3]1[C:8](OC)([O:9]C)[CH2:7][CH2:6][O:5][CH2:4]1.C1COCC1.Cl, predict the reaction product. The product is: [CH3:1][O:2][C@@H:3]1[C:8](=[O:9])[CH2:7][CH2:6][O:5][CH2:4]1. (7) Given the reactants [NH2:1][C:2]1[CH:3]=[C:4]2[C:8](=[CH:9][CH:10]=1)[NH:7][C:6](=[O:11])[CH2:5]2.[C:12](Cl)(=[O:14])[CH3:13].C(OCC)(=O)C, predict the reaction product. The product is: [O:11]=[C:6]1[CH2:5][C:4]2[C:8](=[CH:9][CH:10]=[C:2]([NH:1][C:12](=[O:14])[CH3:13])[CH:3]=2)[NH:7]1. (8) Given the reactants [CH3:1][C:2]1[CH2:7][CH2:6][CH2:5][C:4]([CH3:9])([CH3:8])[C:3]=1/[CH:10]=[CH:11]/[C:12](/[CH3:21])=[CH:13]/[CH:14]=[CH:15]/[C:16](/[CH3:20])=[CH:17]/[CH2:18][OH:19].[CH3:22][C:23]([C:25]([O:27]C)=O)=C, predict the reaction product. The product is: [CH3:18][CH2:17][CH2:16][CH2:15][CH2:14][CH2:13][CH2:12][CH2:11][CH2:10][CH2:3][CH2:2][CH2:7][CH2:6][CH2:22][CH2:23][C:25]([O:19][CH2:18]/[CH:17]=[C:16](/[CH:15]=[CH:14]/[CH:13]=[C:12](/[CH:11]=[CH:10]/[C:3]1[C:4]([CH3:8])([CH3:9])[CH2:5][CH2:6][CH2:7][C:2]=1[CH3:1])\[CH3:21])\[CH3:20])=[O:27]. (9) Given the reactants [NH2:1][CH2:2][CH2:3][CH2:4][CH2:5][N:6]1[CH2:11][CH2:10][CH:9]([C:12]2[CH:13]=[C:14]([NH:18][C:19](=[O:23])[CH:20]([CH3:22])[CH3:21])[CH:15]=[CH:16][CH:17]=2)[CH2:8][CH2:7]1.[Cl:24][C:25]1[CH:26]=[C:27]([CH:31]=[C:32]([Cl:34])[CH:33]=1)[C:28](Cl)=[O:29], predict the reaction product. The product is: [Cl:24][C:25]1[CH:26]=[C:27]([CH:31]=[C:32]([Cl:34])[CH:33]=1)[C:28]([NH:1][CH2:2][CH2:3][CH2:4][CH2:5][N:6]1[CH2:7][CH2:8][CH:9]([C:12]2[CH:17]=[CH:16][CH:15]=[C:14]([NH:18][C:19](=[O:23])[CH:20]([CH3:21])[CH3:22])[CH:13]=2)[CH2:10][CH2:11]1)=[O:29].